This data is from Forward reaction prediction with 1.9M reactions from USPTO patents (1976-2016). The task is: Predict the product of the given reaction. (1) Given the reactants [C:1]([O:5][C:6]([N:8]1[CH2:13][C@@H:12]([N:14]([C:19]([C:21]2[N:25]([CH2:26][CH2:27][CH2:28][CH2:29][O:30][CH3:31])[C:24]3[C:32]([F:36])=[CH:33][CH:34]=[CH:35][C:23]=3[N:22]=2)=[O:20])[CH2:15][CH:16]([CH3:18])[CH3:17])[CH2:11][C@@H:10]([C:37](O)=[O:38])[CH2:9]1)=[O:7])([CH3:4])([CH3:3])[CH3:2].[NH4+].[N:41]1(O)C2C=CC=CC=2N=N1.C(N(CC)CC)C.CCN=C=NCCCN(C)C.Cl, predict the reaction product. The product is: [C:37]([C@@H:10]1[CH2:11][C@H:12]([N:14]([C:19]([C:21]2[N:25]([CH2:26][CH2:27][CH2:28][CH2:29][O:30][CH3:31])[C:24]3[C:32]([F:36])=[CH:33][CH:34]=[CH:35][C:23]=3[N:22]=2)=[O:20])[CH2:15][CH:16]([CH3:18])[CH3:17])[CH2:13][N:8]([C:6]([O:5][C:1]([CH3:2])([CH3:4])[CH3:3])=[O:7])[CH2:9]1)(=[O:38])[NH2:41]. (2) Given the reactants [N:1]1[S:2][N:3]=[C:4]2[C:9]([S:10](Cl)(=[O:12])=[O:11])=[CH:8][CH:7]=[CH:6][C:5]=12.[NH2:14][C:15]1[N:19]([CH3:20])[N:18]=[C:17]([O:21][CH3:22])[C:16]=1[C:23]1[CH:31]=[CH:30][C:26]2[O:27][CH2:28][O:29][C:25]=2[CH:24]=1, predict the reaction product. The product is: [O:27]1[C:26]2[CH:30]=[CH:31][C:23]([C:16]3[C:17]([O:21][CH3:22])=[N:18][N:19]([CH3:20])[C:15]=3[NH:14][S:10]([C:9]3[C:4]4[C:5](=[N:1][S:2][N:3]=4)[CH:6]=[CH:7][CH:8]=3)(=[O:12])=[O:11])=[CH:24][C:25]=2[O:29][CH2:28]1. (3) The product is: [CH3:2][O:3][C:4](=[O:11])[C@H:5]([C@H:7]([CH2:9][CH3:10])[CH3:8])[NH:6][S:18]([C:16]1[S:17][C:13]([Cl:12])=[CH:14][CH:15]=1)(=[O:20])=[O:19]. Given the reactants Cl.[CH3:2][O:3][C:4](=[O:11])[C@H:5]([C@H:7]([CH2:9][CH3:10])[CH3:8])[NH2:6].[Cl:12][C:13]1[S:17][C:16]([S:18](Cl)(=[O:20])=[O:19])=[CH:15][CH:14]=1.C(N(CC)CC)C, predict the reaction product. (4) Given the reactants [CH2:1]([O:8][C:9]1[C:17]2[O:16][C:15]([C:18](=O)[CH2:19]Br)=[CH:14][C:13]=2[CH:12]=[C:11]([O:22][CH3:23])[CH:10]=1)[C:2]1[CH:7]=[CH:6][CH:5]=[CH:4][CH:3]=1.[Br:24][C:25]1[S:29][C:28]([NH2:30])=[N:27][N:26]=1.ClCCl.C([O-])(O)=O.[Na+], predict the reaction product. The product is: [CH2:1]([O:8][C:9]1[C:17]2[O:16][C:15]([C:18]3[N:30]=[C:28]4[N:27]([CH:19]=3)[N:26]=[C:25]([Br:24])[S:29]4)=[CH:14][C:13]=2[CH:12]=[C:11]([O:22][CH3:23])[CH:10]=1)[C:2]1[CH:7]=[CH:6][CH:5]=[CH:4][CH:3]=1. (5) Given the reactants Br[C:2]1[CH:3]=[C:4]2[C:31](=[CH:32][CH:33]=1)[O:30][CH2:29][C:25]1([CH2:28][O:27][CH2:26]1)[C:5]12[CH2:9][O:8][C:7]([N:10](C(OC(C)(C)C)=O)C(OC(C)(C)C)=O)=[N:6]1.[Cl:34][C:35]1[C:36]([NH2:41])=[N:37][CH:38]=[CH:39][CH:40]=1.C(P(C(C)(C)C)C1C=CC=CC=1C1C(C(C)C)=CC(C(C)C)=CC=1C(C)C)(C)(C)C.C([O-])([O-])=O.[Cs+].[Cs+], predict the reaction product. The product is: [Cl:34][C:35]1[C:36]([NH:41][C:2]2[CH:3]=[C:4]3[C:31](=[CH:32][CH:33]=2)[O:30][CH2:29][C:25]2([CH2:28][O:27][CH2:26]2)[C:5]23[CH2:9][O:8][C:7]([NH2:10])=[N:6]2)=[N:37][CH:38]=[CH:39][CH:40]=1.